Task: Predict the product of the given reaction.. Dataset: Forward reaction prediction with 1.9M reactions from USPTO patents (1976-2016) (1) Given the reactants Cl.[CH3:2][N:3]1[CH:7]=[C:6]([NH2:8])[N:5]=[CH:4]1.Cl[C:10]1[N:15]=[C:14]([S:16]([CH3:19])(=[O:18])=[O:17])[N:13]=[C:12]2[N:20]([CH2:23][CH3:24])[N:21]=[CH:22][C:11]=12, predict the reaction product. The product is: [CH2:23]([N:20]1[C:12]2=[N:13][C:14]([S:16]([CH3:19])(=[O:17])=[O:18])=[N:15][C:10]([NH:8][C:6]3[N:5]=[CH:4][N:3]([CH3:2])[CH:7]=3)=[C:11]2[CH:22]=[N:21]1)[CH3:24]. (2) Given the reactants C[O:2][C:3](=[O:22])[CH2:4][CH2:5][N:6]1[C:11]2[CH:12]=[C:13]([Cl:17])[CH:14]=[C:15]([CH3:16])[C:10]=2[O:9][C@H:8]([CH:18]([CH3:20])[CH3:19])[C:7]1=[O:21].[OH-].[Na+], predict the reaction product. The product is: [Cl:17][C:13]1[CH:14]=[C:15]([CH3:16])[C:10]2[O:9][C@H:8]([CH:18]([CH3:20])[CH3:19])[C:7](=[O:21])[N:6]([CH2:5][CH2:4][C:3]([OH:22])=[O:2])[C:11]=2[CH:12]=1. (3) The product is: [Br:1][C:2]1[CH:3]=[CH:4][C:5]([CH:6]([OH:7])[CH2:8][C:9]#[N:10])=[CH:11][CH:12]=1. Given the reactants [Br:1][C:2]1[CH:12]=[CH:11][C:5]([C:6]([CH2:8][C:9]#[N:10])=[O:7])=[CH:4][CH:3]=1.C([BH3-])#N.[Na+], predict the reaction product. (4) Given the reactants [N:1]([C:4]1[C:9]([Br:10])=[CH:8][N:7]=[C:6]2[N:11]([CH2:22][O:23][CH2:24][CH2:25][Si:26]([CH3:29])([CH3:28])[CH3:27])[CH:12]=[C:13]([C:14]3[CH:19]=[CH:18][CH:17]=[CH:16][C:15]=3[O:20][CH3:21])[C:5]=12)=[N+]=[N-].C1(P(C2C=CC=CC=2)C2C=CC=CC=2)C=CC=CC=1.O, predict the reaction product. The product is: [Br:10][C:9]1[C:4]([NH2:1])=[C:5]2[C:13]([C:14]3[CH:19]=[CH:18][CH:17]=[CH:16][C:15]=3[O:20][CH3:21])=[CH:12][N:11]([CH2:22][O:23][CH2:24][CH2:25][Si:26]([CH3:29])([CH3:28])[CH3:27])[C:6]2=[N:7][CH:8]=1. (5) Given the reactants Cl[C:2]1[CH:7]=[C:6]([NH:8][NH2:9])[N:5]=[CH:4][N:3]=1.Cl.[F:11][C:12]1([F:16])[CH2:15][NH:14][CH2:13]1.C(N(C(C)C)C(C)C)C.FC(F)(F)C(O)=O.CN(C)[CH:35]=[C:36]([N:42]1[CH:46]=[C:45]([C:47]#[N:48])[N:44]=[N:43]1)[C:37](OCC)=[O:38], predict the reaction product. The product is: [F:11][C:12]1([F:16])[CH2:15][N:14]([C:2]2[N:3]=[CH:4][N:5]=[C:6]([N:8]3[C:37](=[O:38])[C:36]([N:42]4[CH:46]=[C:45]([C:47]#[N:48])[N:44]=[N:43]4)=[CH:35][NH:9]3)[CH:7]=2)[CH2:13]1. (6) Given the reactants [NH2:1][C:2]1[CH:32]=[CH:31][C:5]2[N:6]=[C:7]([NH:9][C:10]3[CH:15]=[C:14]([CH2:16][C:17]4[CH:22]=[CH:21][CH:20]=[CH:19][CH:18]=4)[N:13]=[C:12]([NH:23][C@H:24]4[CH2:29][CH2:28][C@H:27]([OH:30])[CH2:26][CH2:25]4)[N:11]=3)[S:8][C:4]=2[CH:3]=1.C(N(C(C)C)C(C)C)C.[N+:42]([CH2:44][C:45]([O:47]CC)=O)#[C-:43].[O:50]1CCCC1, predict the reaction product. The product is: [OH:30][C@H:27]1[CH2:26][CH2:25][C@H:24]([NH:23][C:12]2[N:11]=[C:10]([NH:9][C:7]3[S:8][C:4]4[CH:3]=[C:2]([N:1]5[C:45](=[O:47])[CH2:44][NH:42][C:43]5=[O:50])[CH:32]=[CH:31][C:5]=4[N:6]=3)[CH:15]=[C:14]([CH2:16][C:17]3[CH:18]=[CH:19][CH:20]=[CH:21][CH:22]=3)[N:13]=2)[CH2:29][CH2:28]1.